Dataset: Forward reaction prediction with 1.9M reactions from USPTO patents (1976-2016). Task: Predict the product of the given reaction. (1) Given the reactants [N:1]1([CH2:7]/[CH:8]=[CH:9]/[C:10]([O:12]C)=[O:11])[CH2:6][CH2:5][CH2:4][CH2:3][CH2:2]1.Cl, predict the reaction product. The product is: [N:1]1([CH2:7]/[CH:8]=[CH:9]/[C:10]([OH:12])=[O:11])[CH2:6][CH2:5][CH2:4][CH2:3][CH2:2]1. (2) The product is: [CH3:6][N:7]1[C:11]([CH:17]([C:16]2[CH:19]=[CH:20][N:21]=[C:14]([C:13]([F:23])([F:12])[F:22])[CH:15]=2)[OH:18])=[CH:10][N:9]=[N:8]1. Given the reactants [Li]CCCC.[CH3:6][N:7]1[CH:11]=[CH:10][N:9]=[N:8]1.[F:12][C:13]([F:23])([F:22])[C:14]1[CH:15]=[C:16]([CH:19]=[CH:20][N:21]=1)[CH:17]=[O:18], predict the reaction product.